This data is from Forward reaction prediction with 1.9M reactions from USPTO patents (1976-2016). The task is: Predict the product of the given reaction. The product is: [Cl:41][C:42]1[CH:47]=[C:46]([CH3:48])[CH:45]=[CH:44][C:43]=1[NH:49][C:14](=[O:15])[CH2:13][C@@H:12]([C:21]1[O:25][N:24]=[C:23]([C:26]2[CH:30]=[C:29]([C:31]([F:36])([F:37])[C:32]([CH3:35])([CH3:34])[CH3:33])[O:28][N:27]=2)[C:22]=1[CH:38]1[CH2:40][CH2:39]1)[CH2:11][CH2:10][CH2:9][O:8][CH2:1][C:2]1[CH:3]=[CH:4][CH:5]=[CH:6][CH:7]=1. Given the reactants [CH2:1]([O:8][CH2:9][CH2:10][CH2:11][C@H:12]([C:21]1[O:25][N:24]=[C:23]([C:26]2[CH:30]=[C:29]([C:31]([F:37])([F:36])[C:32]([CH3:35])([CH3:34])[CH3:33])[O:28][N:27]=2)[C:22]=1[CH:38]1[CH2:40][CH2:39]1)[CH2:13][C:14](OC(C)(C)C)=[O:15])[C:2]1[CH:7]=[CH:6][CH:5]=[CH:4][CH:3]=1.[Cl:41][C:42]1[CH:47]=[C:46]([CH3:48])[CH:45]=[CH:44][C:43]=1[NH2:49].C(N(C(C)C)CC)(C)C.CN(C(ON1N=NC2C=CC=NC1=2)=[N+](C)C)C.F[P-](F)(F)(F)(F)F.Cl, predict the reaction product.